From a dataset of Forward reaction prediction with 1.9M reactions from USPTO patents (1976-2016). Predict the product of the given reaction. (1) Given the reactants [OH:1][N:2]=[C:3](Cl)[C:4]1[CH:5]=[N:6][CH:7]=[N:8][CH:9]=1.[Br:11][C:12]1[CH:17]=[CH:16][C:15]([C:18]#[CH:19])=[CH:14][CH:13]=1.N, predict the reaction product. The product is: [Br:11][C:12]1[CH:17]=[CH:16][C:15]([C:18]2[O:1][N:2]=[C:3]([C:4]3[CH:5]=[N:6][CH:7]=[N:8][CH:9]=3)[CH:19]=2)=[CH:14][CH:13]=1. (2) Given the reactants C1(P(C2CCCCC2)C2C=CC=CC=2C2C(OC)=CC=CC=2OC)CCCCC1.Cl[C:31]1[CH:32]=[N:33][C:34]2[C:35](=[O:44])[NH:36][CH:37]([O:42][CH3:43])[CH:38]([F:41])[C:39]=2[CH:40]=1.[CH3:45][N:46](C=O)C, predict the reaction product. The product is: [F:41][CH:38]1[CH:37]([O:42][CH3:43])[NH:36][C:35](=[O:44])[C:34]2[N:33]=[CH:32][C:31]([C:45]#[N:46])=[CH:40][C:39]1=2.